This data is from Forward reaction prediction with 1.9M reactions from USPTO patents (1976-2016). The task is: Predict the product of the given reaction. (1) Given the reactants [C:1]12([C:7]3=[C:8]([OH:12])[CH:9]=[CH:10][CH:11]=[C:6]3[O:5][CH2:4]1)[CH2:3][CH2:2]2.CN(C)C=O.Cl[C:19]1[CH:24]=[CH:23][C:22]([N+:25]([O-:27])=[O:26])=[CH:21][N:20]=1, predict the reaction product. The product is: [N+:25]([C:22]1[CH:23]=[CH:24][C:19]([O:12][C:8]2[C:7]3[C:1]4([CH2:4][O:5][C:6]=3[CH:11]=[CH:10][CH:9]=2)[CH2:3][CH2:2]4)=[N:20][CH:21]=1)([O-:27])=[O:26]. (2) The product is: [O:2]=[C:3]1[NH:8][CH:7]=[C:6]([CH2:9][C:10]#[N:11])[CH:5]=[CH:4]1. Given the reactants C[O:2][CH:3]1[NH:8][CH:7]=[C:6]([CH2:9][C:10]#[N:11])[CH:5]=[CH:4]1.Br, predict the reaction product. (3) Given the reactants [Cl:1][C:2]1[N:7]=[C:6]([NH2:8])[C:5]([N+:9]([O-])=O)=[CH:4][CH:3]=1.[BH4-].[Na+].C(=O)([O-])[O-].[K+].[K+], predict the reaction product. The product is: [Cl:1][C:2]1[N:7]=[C:6]([NH2:8])[C:5]([NH2:9])=[CH:4][CH:3]=1. (4) Given the reactants [Br:1][C:2]1[CH:3]=[C:4]2[C:9](=[CH:10][CH:11]=1)[N:8]=[C:7]([Cl:12])[C:6]([CH2:13]O)=[CH:5]2.C(Cl)[Cl:16].S(Cl)(Cl)=O, predict the reaction product. The product is: [Br:1][C:2]1[CH:3]=[C:4]2[C:9](=[CH:10][CH:11]=1)[N:8]=[C:7]([Cl:12])[C:6]([CH2:13][Cl:16])=[CH:5]2. (5) Given the reactants Cl[C:2]1[C:11]([CH:12]=[O:13])=[CH:10][C:9]2[C:4](=[C:5]([CH3:15])[C:6]([F:14])=[CH:7][CH:8]=2)[N:3]=1.[CH3:16][C:17]1[CH:18]=[C:19](B(O)O)[CH:20]=[N:21][CH:22]=1.C([O-])([O-])=O.[Na+].[Na+], predict the reaction product. The product is: [F:14][C:6]1[C:5]([CH3:15])=[C:4]2[C:9]([CH:10]=[C:11]([CH:12]=[O:13])[C:2]([C:19]3[CH:20]=[N:21][CH:22]=[C:17]([CH3:16])[CH:18]=3)=[N:3]2)=[CH:8][CH:7]=1.